This data is from Full USPTO retrosynthesis dataset with 1.9M reactions from patents (1976-2016). The task is: Predict the reactants needed to synthesize the given product. The reactants are: [NH2:1][C:2]1[CH:7]=[C:6]([O:8][C:9]2[CH:14]=[CH:13][C:12]([N+:15]([O-:17])=[O:16])=[CH:11][C:10]=2[F:18])[CH:5]=[CH:4][N:3]=1.C(N(CC)CC)C.Cl[C:27]([O:29][C:30]1[CH:35]=[CH:34][CH:33]=[CH:32][CH:31]=1)=[O:28]. Given the product [F:18][C:10]1[CH:11]=[C:12]([N+:15]([O-:17])=[O:16])[CH:13]=[CH:14][C:9]=1[O:8][C:6]1[CH:5]=[CH:4][N:3]=[C:2]([NH:1][C:27]([O:29][C:30]2[CH:35]=[CH:34][CH:33]=[CH:32][CH:31]=2)=[O:28])[CH:7]=1, predict the reactants needed to synthesize it.